The task is: Predict the reaction yield, written as a fraction of the theoretical maximum amount of product (1.0 means a 100% yield; for example, 0.34 means a 34% yield).. This data is from Reaction yield outcomes from USPTO patents with 853,638 reactions. (1) The reactants are [Cl:1][C:2]1[CH:7]=[CH:6][C:5]([C@H:8]2[N:15]3[C:11]([S:12][C:13]([C:19]([N:21]4[CH2:44][C@H:43]([F:45])[CH2:42][C@H:22]4[C:23]([N:25]4[CH2:32][C:29]5([CH2:31][CH2:30]5)[N:28]([C:33]([O:35][C:36]([CH3:39])([CH3:38])[CH3:37])=[O:34])[CH2:27][C@@H:26]4[CH2:40][OH:41])=[O:24])=[O:20])=[C:14]3[CH:16]([CH3:18])[CH3:17])=[N:10][C@:9]2([C:47]2[CH:48]=[N:49][C:50]([Cl:53])=[CH:51][CH:52]=2)[CH3:46])=[CH:4][C:3]=1[F:54].C(O)(=[O:57])C.C(O)(=O)C.IC1C=CC=CC=1.CC1(C)N([O])C(C)(C)CCC1.S([O-])([O-])(=O)=S.[Na+].[Na+]. The catalyst is C(#N)C.O. The product is [C:36]([O:35][C:33]([N:28]1[CH2:27][C@H:26]([C:40]([OH:57])=[O:41])[N:25]([C:23](=[O:24])[C@@H:22]2[CH2:42][C@@H:43]([F:45])[CH2:44][N:21]2[C:19]([C:13]2[S:12][C:11]3=[N:10][C@:9]([C:47]4[CH:48]=[N:49][C:50]([Cl:53])=[CH:51][CH:52]=4)([CH3:46])[C@@H:8]([C:5]4[CH:6]=[CH:7][C:2]([Cl:1])=[C:3]([F:54])[CH:4]=4)[N:15]3[C:14]=2[CH:16]([CH3:17])[CH3:18])=[O:20])[CH2:32][C:29]21[CH2:31][CH2:30]2)=[O:34])([CH3:39])([CH3:37])[CH3:38]. The yield is 0.590. (2) The product is [C:15]([O:14][C:12]([NH:2][CH:3]([CH:7]1[CH2:11][CH2:10][O:9][CH2:8]1)[C:4]([OH:6])=[O:5])=[O:13])([CH3:18])([CH3:17])[CH3:16]. The reactants are Cl.[NH2:2][CH:3]([CH:7]1[CH2:11][CH2:10][O:9][CH2:8]1)[C:4]([OH:6])=[O:5].[C:12](O[C:12]([O:14][C:15]([CH3:18])([CH3:17])[CH3:16])=[O:13])([O:14][C:15]([CH3:18])([CH3:17])[CH3:16])=[O:13].[OH-].[Na+].Cl. The yield is 0.800. The catalyst is C1COCC1.O. (3) The reactants are Cl[C:2]1[C:3]2[S:10][CH:9]=[CH:8][C:4]=2[N:5]=[CH:6][N:7]=1.[OH:11][CH:12]1[CH2:17][CH2:16][NH:15][CH2:14][CH2:13]1.[N+](C1C=CC([O:27][C:28](=O)[NH:29][C:30]2[CH:35]=[CH:34][C:33]([CH:36]([CH3:38])[CH3:37])=[CH:32][CH:31]=2)=CC=1)([O-])=O.[H-].[Na+]. The catalyst is CCOC(C)=O. The product is [N:5]1[C:4]2[CH:8]=[CH:9][S:10][C:3]=2[C:2]([N:15]2[CH2:16][CH2:17][CH:12]([O:11][C:28](=[O:27])[NH:29][C:30]3[CH:35]=[CH:34][C:33]([CH:36]([CH3:37])[CH3:38])=[CH:32][CH:31]=3)[CH2:13][CH2:14]2)=[N:7][CH:6]=1. The yield is 0.310. (4) The reactants are [F:1]C1C=CC=CC=1CN1C=C(C2C3C(=NC=C(C4C=C(NS(C)(=O)=O)C=CC=4)C=3)NC=2)C=N1.F[C:35]1[CH:80]=[CH:79][C:78]([F:81])=[CH:77][C:36]=1[CH2:37][N:38]1[C:42]([CH3:43])=[C:41]([C:44]2[C:52]3[C:47](=[N:48][CH:49]=[C:50]([C:53]4[CH:54]=[CH:55][C:56]([O:64][CH3:65])=[C:57]([S:59]([NH:62][CH3:63])(=[O:61])=[O:60])[CH:58]=4)[CH:51]=3)[N:46](S(C3C=CC(C)=CC=3)(=O)=O)[CH:45]=2)[C:40]([CH3:76])=[N:39]1.[OH-].[Li+]. The catalyst is C1COCC1.CO.O. The product is [F:81][C:78]1[CH:77]=[C:36]([CH:35]=[C:80]([F:1])[CH:79]=1)[CH2:37][N:38]1[C:42]([CH3:43])=[C:41]([C:44]2[C:52]3[C:47](=[N:48][CH:49]=[C:50]([C:53]4[CH:54]=[CH:55][C:56]([O:64][CH3:65])=[C:57]([S:59]([NH:62][CH3:63])(=[O:60])=[O:61])[CH:58]=4)[CH:51]=3)[NH:46][CH:45]=2)[C:40]([CH3:76])=[N:39]1. The yield is 0.114.